From a dataset of NCI-60 drug combinations with 297,098 pairs across 59 cell lines. Regression. Given two drug SMILES strings and cell line genomic features, predict the synergy score measuring deviation from expected non-interaction effect. (1) Drug 1: COC1=C(C=C2C(=C1)N=CN=C2NC3=CC(=C(C=C3)F)Cl)OCCCN4CCOCC4. Drug 2: C1CC(C1)(C(=O)O)C(=O)O.[NH2-].[NH2-].[Pt+2]. Cell line: MOLT-4. Synergy scores: CSS=76.3, Synergy_ZIP=0.370, Synergy_Bliss=2.34, Synergy_Loewe=2.18, Synergy_HSA=6.55. (2) Drug 1: CNC(=O)C1=CC=CC=C1SC2=CC3=C(C=C2)C(=NN3)C=CC4=CC=CC=N4. Drug 2: C1C(C(OC1N2C=NC(=NC2=O)N)CO)O. Cell line: HS 578T. Synergy scores: CSS=-2.97, Synergy_ZIP=-0.635, Synergy_Bliss=-1.57, Synergy_Loewe=-4.49, Synergy_HSA=-3.85. (3) Drug 1: C1CN1C2=NC(=NC(=N2)N3CC3)N4CC4. Drug 2: C1CN(CCN1C(=O)CCBr)C(=O)CCBr. Cell line: K-562. Synergy scores: CSS=42.2, Synergy_ZIP=-7.13, Synergy_Bliss=-4.70, Synergy_Loewe=-8.49, Synergy_HSA=-0.417. (4) Drug 2: B(C(CC(C)C)NC(=O)C(CC1=CC=CC=C1)NC(=O)C2=NC=CN=C2)(O)O. Cell line: LOX IMVI. Synergy scores: CSS=54.0, Synergy_ZIP=8.97, Synergy_Bliss=5.62, Synergy_Loewe=-70.5, Synergy_HSA=-5.39. Drug 1: C1CNP(=O)(OC1)N(CCCl)CCCl. (5) Drug 1: C1=CN(C(=O)N=C1N)C2C(C(C(O2)CO)O)O.Cl. Drug 2: CNC(=O)C1=NC=CC(=C1)OC2=CC=C(C=C2)NC(=O)NC3=CC(=C(C=C3)Cl)C(F)(F)F. Cell line: MDA-MB-435. Synergy scores: CSS=24.8, Synergy_ZIP=-9.33, Synergy_Bliss=-3.21, Synergy_Loewe=-28.8, Synergy_HSA=-2.01. (6) Drug 1: C1=C(C(=O)NC(=O)N1)F. Drug 2: C1=CC=C(C(=C1)C(C2=CC=C(C=C2)Cl)C(Cl)Cl)Cl. Cell line: OVCAR-4. Synergy scores: CSS=43.2, Synergy_ZIP=-0.435, Synergy_Bliss=-2.80, Synergy_Loewe=-7.55, Synergy_HSA=-1.92. (7) Drug 1: C1=NC2=C(N1)C(=S)N=C(N2)N. Drug 2: C1=NC(=NC(=O)N1C2C(C(C(O2)CO)O)O)N. Cell line: TK-10. Synergy scores: CSS=26.2, Synergy_ZIP=-9.27, Synergy_Bliss=0.887, Synergy_Loewe=-0.603, Synergy_HSA=0.182.